Task: Predict the reaction yield, written as a fraction of the theoretical maximum amount of product (1.0 means a 100% yield; for example, 0.34 means a 34% yield).. Dataset: Reaction yield outcomes from USPTO patents with 853,638 reactions (1) The reactants are C(C1C=C([O:10][C:11]2[CH:19]=[CH:18][C:14]([C:15]([OH:17])=[O:16])=[CH:13][C:12]=2[F:20])C=CN=1)(=O)N.CN(C(ON1N=N[C:31]2C=CC=N[C:30]1=2)=[N+](C)C)C.F[P-](F)(F)(F)(F)F.NC1C(=O)N(C2C=CC(F)=CC=2)C=CC=1.CCN(CCO)CC. The catalyst is CN(C=O)C.CO. The product is [F:20][C:12]1[CH:13]=[C:14]([CH:18]=[CH:19][C:11]=1[OH:10])[C:15]([O:17][CH2:30][CH3:31])=[O:16]. The yield is 0.570. (2) The reactants are [CH3:1][O:2][CH2:3][C:4](=O)[CH2:5][C:6]([O:8][CH3:9])=[O:7].[F:11][C:12]1[CH:19]=[CH:18][C:15]([CH:16]=O)=[CH:14][CH:13]=1.[NH2:20][C:21]([NH2:23])=[O:22].[O-]S(C(F)(F)F)(=O)=O.[Yb+3].[O-]S(C(F)(F)F)(=O)=O.[O-]S(C(F)(F)F)(=O)=O. The catalyst is C1(C)C=CC=CC=1.O. The product is [F:11][C:12]1[CH:19]=[CH:18][C:15]([CH:16]2[C:5]([C:6]([O:8][CH3:9])=[O:7])=[C:4]([CH2:3][O:2][CH3:1])[NH:23][C:21](=[O:22])[NH:20]2)=[CH:14][CH:13]=1. The yield is 1.00.